The task is: Binary Classification. Given a drug SMILES string, predict its activity (active/inactive) in a high-throughput screening assay against a specified biological target.. This data is from HIV replication inhibition screening data with 41,000+ compounds from the AIDS Antiviral Screen. (1) The result is 0 (inactive). The compound is O=C(N(O)c1ccccc1Cl)C(O)(c1ccccc1)c1ccccc1. (2) The compound is CC(=O)OCc1cc(=O)n(C)c2c3c4c(cc12)c(C)cc(=O)n4CO3. The result is 0 (inactive). (3) The molecule is O=C(N=C(Nc1ccccc1)SCSC(=Nc1ccccc1)NC(=O)c1ccccc1F)c1ccccc1F. The result is 0 (inactive). (4) The molecule is N=C(NN=Cc1cc(Cl)ccc1O)NN=Cc1cc(Cl)ccc1O. The result is 0 (inactive).